Dataset: Forward reaction prediction with 1.9M reactions from USPTO patents (1976-2016). Task: Predict the product of the given reaction. Given the reactants [F:1][C:2]([F:9])([F:8])[C:3]([F:7])=[C:4]([F:6])[F:5].[H][H], predict the reaction product. The product is: [F:1][C:2]([F:9])([F:8])[CH:3]([F:7])[CH:4]([F:6])[F:5].